The task is: Binary Classification. Given a miRNA mature sequence and a target amino acid sequence, predict their likelihood of interaction.. This data is from Experimentally validated miRNA-target interactions with 360,000+ pairs, plus equal number of negative samples. (1) The miRNA is gga-miR-456-3p with sequence CAGGCUGGUUAGAUGGUUGUCA. The protein sequence of the target gene is MATRRLTDAFLLLRNNSIQTRQLLAEQVSSHTTSSPLHSRSIAAELDELADDRMALVSGISLDPEAAIGVTKRSPPKWVDGVDEIQYDVGRIKQKMKELASLHDKHLNRPTLDDSSEEEHAIEITTQEVTQLFHRCQRAVQALPSRARRACSEQEERLLRNVVASLAQALQELSTSFRHAQSDYLKRMKNREERSQHFFDTPVPLMDDGDDATLYGQGFTDDQLVLVEQNTLMVEEREREIRQIVQSISDLNEIFRDLGAMIVEQGTVLDRIDYNVEQSCVKTEDGLKQLHKAEQYQKKN.... Result: 0 (no interaction). (2) The miRNA is hsa-miR-6078 with sequence CCGCCUGAGCUAGCUGUGG. The protein sequence of the target gene is MSTAGVAAQDIRVPLKTGFLHNGQALGNMKTCWGSRNEFEKNFLNIDPITMAYNLNSPAPEHLTTLGCASPSAPGSGHFFAERGPSPKSSLPPLVIPPSESSGQREEDQVLCGFKKLSVNGVCASTPPLTPIQSCSSPFPCAAPCDRSSRPLPPLPISEDPSLDEADCEVEFLTSADTDFLLEDCVPSDFKYDVPGRRSFRGCGQINYAYFDSPTVSVADLSCASDQNRVVPDPNPPPPQSHRRLRRSHSGPAGSFNKPAIRISSCTHRASPSSDEDKPEIPPRVPIPPRPAKPDYRRWS.... Result: 0 (no interaction). (3) The miRNA is hsa-miR-19a-5p with sequence AGUUUUGCAUAGUUGCACUACA. The protein sequence of the target gene is MEEVVITGMSGKLPESENLEEFWANLIGGVDMVTDDDRRWKAGLYGLPRRSGKLKDLSRFDASFFGVHPKQAHNMDPQLRLLLEVTYEAIVDAGINPASIRGTNTGVWVGVSGSEASEALSRDPETLVGYSMVGCQRAMLANRLSFFFDFKGPSITLDTACSSSLLALQRAYQAIQRGECAMAIVGGVNIRLKPNTSVQFMKLGMLSPEGTCKFFDASGNGYCRAKAVMAILLTKKSLARRVYATILNAGTNTDGCKEKGVTFPSGEAQEQLISSLYKPAGLDPETLEYVEAHGTGTKVG.... Result: 0 (no interaction). (4) The miRNA is dre-miR-10b-5p with sequence UACCCUGUAGAACCGAAUUUGUG. The protein sequence of the target gene is MQQVLENLTELPSSTGAEEIDLIFLKGIMENPIVKSLAKAHERLEDSKLEAVSDNNLELVNEILEDITPLINVDENVAELVGILKEPHFQSLLEAHDIVASKCYDSPPSSPEMNNSSINNQLLPVDAIRILGIHKRAGEPLGVTFRVENNDLVIARILHGGMIDRQGLLHVGDIIKEVNGHEVGNNPKELQELLKNISGSVTLKILPSYRDTITPQQVFVKCHFDYNPYNDNLIPCKEAGLKFSKGEILQIVNREDPNWWQASHVKEGGSAGLIPSQFLEEKRKAFVRRDWDNSGPFCGT.... Result: 0 (no interaction). (5) The miRNA is hsa-miR-340-3p with sequence UCCGUCUCAGUUACUUUAUAGC. The protein sequence of the target gene is MREYKVVVLGSGGVGKSALTVQFVTGSFIEKYDPTIEDFYRKEIEVDSSPSVLEILDTAGTEQFASMRDLYIKNGQGFILVYSLVNQQSFQDIKPMRDQIIRVKRYERVPMILVGNKVDLEGEREVSYGEGKALAEEWSCPFMETSAKNKASVDELFAEIVRQMNYAAQPNGDEGCCSACVIL. Result: 0 (no interaction).